This data is from Catalyst prediction with 721,799 reactions and 888 catalyst types from USPTO. The task is: Predict which catalyst facilitates the given reaction. (1) Reactant: Cl.[Cl:2][C:3]1[CH:8]=[CH:7][C:6]([CH:9]([CH2:13][C:14]2[CH:19]=[CH:18][C:17]([Cl:20])=[CH:16][CH:15]=2)[CH:10]([NH2:12])[CH3:11])=[CH:5][CH:4]=1.[Cl:21][C:22]1[C:23]([C:32](Cl)=[O:33])=[CH:24][C:25]2[C:30]([CH:31]=1)=[CH:29][CH:28]=[CH:27][CH:26]=2.C(N(CC)C(C)C)(C)C. Product: [Cl:2][C:3]1[CH:8]=[CH:7][C:6]([CH:9]([CH2:13][C:14]2[CH:15]=[CH:16][C:17]([Cl:20])=[CH:18][CH:19]=2)[CH:10]([NH:12][C:32]([C:23]2[C:22]([Cl:21])=[CH:31][C:30]3[C:25](=[CH:26][CH:27]=[CH:28][CH:29]=3)[CH:24]=2)=[O:33])[CH3:11])=[CH:5][CH:4]=1. The catalyst class is: 4. (2) Reactant: [OH:1][C@@H:2]([C:23]1[CH:28]=[CH:27][CH:26]=[CH:25][CH:24]=1)[CH2:3][CH2:4][N:5]1[CH2:10][CH2:9][CH:8]([C:11]2[CH:12]=[C:13]([NH:17][C:18](=[O:22])[CH:19]([CH3:21])[CH3:20])[CH:14]=[CH:15][CH:16]=2)[CH2:7][CH2:6]1.[F:29][C:30]1[CH:35]=[CH:34][CH:33]=[CH:32][C:31]=1O.C1(P(C2C=CC=CC=2)C2C=CC=CC=2)C=CC=CC=1.N(C(OCC)=O)=NC(OCC)=O.N. Product: [F:29][C:30]1[CH:35]=[CH:34][CH:33]=[CH:32][C:31]=1[O:1][C@H:2]([C:23]1[CH:24]=[CH:25][CH:26]=[CH:27][CH:28]=1)[CH2:3][CH2:4][N:5]1[CH2:10][CH2:9][CH:8]([C:11]2[CH:12]=[C:13]([NH:17][C:18](=[O:22])[CH:19]([CH3:21])[CH3:20])[CH:14]=[CH:15][CH:16]=2)[CH2:7][CH2:6]1. The catalyst class is: 396. (3) Reactant: [OH:1][C:2]1[C:3]([CH3:28])=[C:4]([CH:19]=[CH:20][C:21]=1[C:22](=[O:27])[CH2:23][CH:24]([CH3:26])[CH3:25])[O:5][CH2:6][CH2:7][CH2:8][CH2:9][O:10][C:11]1[CH:18]=[CH:17][C:14]([C:15]#[N:16])=[CH:13][CH:12]=1.C[Si]([N:33]=[N+:34]=[N-:35])(C)C.C([Sn](=O)CCCC)CCC. Product: [OH:1][C:2]1[C:3]([CH3:28])=[C:4]([O:5][CH2:6][CH2:7][CH2:8][CH2:9][O:10][C:11]2[CH:18]=[CH:17][C:14]([C:15]3[N:33]=[N:34][NH:35][N:16]=3)=[CH:13][CH:12]=2)[CH:19]=[CH:20][C:21]=1[C:22](=[O:27])[CH2:23][CH:24]([CH3:25])[CH3:26]. The catalyst class is: 11. (4) Reactant: [C:1]([C:5]1[CH:14]=[CH:13][C:8]([C:9](OC)=[O:10])=[CH:7][C:6]=1[CH:15]([CH3:17])[CH3:16])([CH3:4])([CH3:3])[CH3:2].[H-].[H-].[H-].[H-].[Li+].[Al+3]. Product: [C:1]([C:5]1[CH:14]=[CH:13][C:8]([CH2:9][OH:10])=[CH:7][C:6]=1[CH:15]([CH3:17])[CH3:16])([CH3:4])([CH3:3])[CH3:2]. The catalyst class is: 1. (5) Reactant: [CH3:1][O:2][C:3]1[CH:4]=[CH:5][CH:6]=[C:7]2[C:12]=1[CH2:11][C@@H:10](N)[CH2:9][CH2:8]2.C=O.[C:16](O)(=O)C.[C:20]([BH3-])#[N:21].[Na+]. Product: [CH3:1][O:2][C:3]1[CH:4]=[CH:5][CH:6]=[C:7]2[C:12]=1[CH2:11][C@@H:10]([N:21]([CH3:20])[CH3:16])[CH2:9][CH2:8]2. The catalyst class is: 5. (6) Reactant: [F:1][C:2]1[CH:3]=[C:4]([C@@H:9]2[CH2:13][N:12]([CH2:14][CH2:15][O:16][CH3:17])[CH2:11][C@H:10]2[NH:18][C:19](=[O:40])[NH:20][C:21]2[N:25]([C:26]3[CH:31]=[CH:30][CH:29]=[CH:28][CH:27]=3)[N:24]=[C:23]([O:32][CH2:33][CH3:34])[C:22]=2[C:35](OCC)=[O:36])[CH:5]=[C:6]([F:8])[CH:7]=1.[H-].[H-].[H-].[H-].[Li+].[Al+3]. Product: [F:8][C:6]1[CH:5]=[C:4]([C@@H:9]2[CH2:13][N:12]([CH2:14][CH2:15][O:16][CH3:17])[CH2:11][C@H:10]2[NH:18][C:19]([NH:20][C:21]2[N:25]([C:26]3[CH:31]=[CH:30][CH:29]=[CH:28][CH:27]=3)[N:24]=[C:23]([O:32][CH2:33][CH3:34])[C:22]=2[CH2:35][OH:36])=[O:40])[CH:3]=[C:2]([F:1])[CH:7]=1. The catalyst class is: 1. (7) Reactant: [NH2:1][C@H:2]([C:7]1[CH:12]=[CH:11][CH:10]=[C:9]([N+:13]([O-:15])=[O:14])[CH:8]=1)[CH2:3][C:4]([OH:6])=[O:5].S(Cl)([Cl:18])=O.[CH2:20](O)[CH3:21].Cl. Product: [ClH:18].[NH2:1][C@H:2]([C:7]1[CH:12]=[CH:11][CH:10]=[C:9]([N+:13]([O-:15])=[O:14])[CH:8]=1)[CH2:3][C:4]([O:6][CH2:20][CH3:21])=[O:5]. The catalyst class is: 12.